This data is from Peptide-MHC class II binding affinity with 134,281 pairs from IEDB. The task is: Regression. Given a peptide amino acid sequence and an MHC pseudo amino acid sequence, predict their binding affinity value. This is MHC class II binding data. (1) The peptide sequence is EPIAAYHFDLSGKAF. The MHC is HLA-DPA10103-DPB10301 with pseudo-sequence HLA-DPA10103-DPB10301. The binding affinity (normalized) is 0.464. (2) The peptide sequence is KVPWDQVVMTSLALV. The MHC is DRB4_0103 with pseudo-sequence DRB4_0103. The binding affinity (normalized) is 0.575.